From a dataset of Human Reference Interactome with 51,813 positive PPI pairs across 8,248 proteins, plus equal number of experimentally-validated negative pairs. Binary Classification. Given two protein amino acid sequences, predict whether they physically interact or not. Protein 2 (ENSG00000102387) has sequence MSESQDEVPDEVENQFILRLPLEHACTVRNLARSQSVKMKDKLKIDLLPDGRHAVVEVEDVPLAAKLVDLPCVIESLRTLDKKTFYKTADISQMLVCTADGDIHLSPEEPAASTDPNIVRKKERGREEKCVWKHGITPPLKNVRKKRFRKTQKKVPDVKEMEKSSFTEYIESPDVENEVKRLLRSDAEAVSTRWEVIAEDGTKEIESQGSIPGFLISSGMSSHKQGHTSSVMEIQKQIEKKEKKLHKIQNKAQRQKDLIMKVENLTLKNHFQSVLEQLELQEKQKNEKLISLQEQLQRFL.... Protein 1 (ENSG00000155659) has sequence MGILLGLLLLGHLTVDTYGRPILEVPESVTGPWKGDVNLPCTYDPLQGYTQVLVKWLVQRGSDPVTIFLRDSSGDHIQQAKYQGRLHVSHKVPGDVSLQLSTLEMDDRSHYTCEVTWQTPDGNQVVRDKITELRVQKLSVSKPTVTTGSGYGFTVPQGMRISLQCQARGSPPISYIWYKQQTNNQEPIKVATLSTLLFKPAVIADSGSYFCTAKGQVGSEQHSDIVKFVVKDSSKLLKTKTEAPTTMTYPLKATSTVKQSWDWTTDMDGYLGETSAGPGKSLPVFAIILIISLCCMVVFT.... Result: 0 (the proteins do not interact).